Predict the reactants needed to synthesize the given product. From a dataset of Full USPTO retrosynthesis dataset with 1.9M reactions from patents (1976-2016). (1) Given the product [CH3:21][O:23][C:24](=[O:40])[CH2:25][CH:26]([N:30]1[C:34]2[CH:35]=[CH:36][CH:37]=[CH:38][C:33]=2[N:32]([CH2:17][C:16]2[C:11]3[O:10][C:9](=[O:20])[NH:8][C:12]=3[CH:13]=[C:14]([Cl:19])[CH:15]=2)[C:31]1=[O:39])[CH2:27][CH2:28][CH3:29], predict the reactants needed to synthesize it. The reactants are: C(OC([N:8]1[C:12]2[CH:13]=[C:14]([Cl:19])[CH:15]=[C:16]([CH2:17]O)[C:11]=2[O:10][C:9]1=[O:20])=O)(C)(C)C.[CH2:21]([O:23][C:24](=[O:40])[CH2:25][CH:26]([N:30]1[C:34]2[CH:35]=[CH:36][CH:37]=[CH:38][C:33]=2[NH:32][C:31]1=[O:39])[CH2:27][CH2:28][CH3:29])C.C1(P(C2C=CC=CC=2)C2C=CC=CC=2)C=CC=CC=1.N(C(OC(C)C)=O)=NC(OC(C)C)=O. (2) Given the product [N:6]1[CH:7]=[CH:8][C:3]([C:15]2[CH:16]=[CH:17][C:12]([C:9]([O-:11])=[O:10])=[CH:13][CH:14]=2)=[CH:4][CH:5]=1.[Na+:25], predict the reactants needed to synthesize it. The reactants are: Cl.Cl[C:3]1[CH:8]=[CH:7][N:6]=[CH:5][CH:4]=1.[C:9]([C:12]1[CH:17]=[CH:16][C:15](B(O)O)=[CH:14][CH:13]=1)([OH:11])=[O:10].C(=O)([O-])[O-].[Na+:25].[Na+].C(O)C. (3) Given the product [Cl:1][C:2]1[CH:3]=[C:4]2[C:8](=[CH:9][CH:10]=1)[N:7]([CH3:20])[C:6]([CH2:11][CH2:12][CH2:13][CH2:14][CH2:15][CH3:16])=[CH:5]2, predict the reactants needed to synthesize it. The reactants are: [Cl:1][C:2]1[CH:3]=[C:4]2[C:8](=[CH:9][CH:10]=1)[NH:7][C:6]([CH2:11][CH2:12][CH2:13][CH2:14][CH2:15][CH3:16])=[CH:5]2.[OH-].[K+].I[CH3:20]. (4) Given the product [CH:1]1([CH2:4][O:5][C:6]2[CH:11]=[C:10]([F:12])[CH:9]=[CH:8][C:7]=2[C:13]2[CH:18]=[CH:17][N:16]=[C:15]3[C:19]([C:23]([O:25][CH2:26][CH3:27])=[O:24])=[C:20]([CH3:22])[N:21]([CH2:29][O:30][CH2:31][CH2:32][Si:33]([CH3:36])([CH3:35])[CH3:34])[C:14]=23)[CH2:2][CH2:3]1, predict the reactants needed to synthesize it. The reactants are: [CH:1]1([CH2:4][O:5][C:6]2[CH:11]=[C:10]([F:12])[CH:9]=[CH:8][C:7]=2[C:13]2[CH:18]=[CH:17][N:16]=[C:15]3[C:19]([C:23]([O:25][CH2:26][CH3:27])=[O:24])=[C:20]([CH3:22])[NH:21][C:14]=23)[CH2:3][CH2:2]1.Cl[CH2:29][O:30][CH2:31][CH2:32][Si:33]([CH3:36])([CH3:35])[CH3:34].